From a dataset of Full USPTO retrosynthesis dataset with 1.9M reactions from patents (1976-2016). Predict the reactants needed to synthesize the given product. (1) Given the product [Cl:17][C:14]1[CH:15]=[CH:16][C:11]([CH:8]2[C:9]3[N:44]=[C:42]([NH:41][C:31]4[CH:32]=[CH:33][C:34]([N:35]5[CH:39]=[C:38]([CH3:40])[N:37]=[CH:36]5)=[C:29]([O:28][CH3:27])[CH:30]=4)[N:43]=[CH:3][C:4]=3[CH2:5][CH2:6][CH2:7]2)=[CH:12][CH:13]=1, predict the reactants needed to synthesize it. The reactants are: CN(C)[CH:3]=[C:4]1[C:9](=O)[CH:8]([C:11]2[CH:16]=[CH:15][C:14]([Cl:17])=[CH:13][CH:12]=2)[CH2:7][CH2:6][CH2:5]1.[N+]([O-])(O)=O.[N+]([O-])(O)=O.[CH3:27][O:28][C:29]1[CH:30]=[C:31]([NH:41][C:42]([NH2:44])=[NH:43])[CH:32]=[CH:33][C:34]=1[N:35]1[CH:39]=[C:38]([CH3:40])[N:37]=[CH:36]1. (2) Given the product [Cl:12][C:10]1[CH:9]=[CH:8][C:7]2[CH:3]([CH2:2][S:13]([Cl:21])(=[O:16])=[O:14])[CH2:4][O:5][C:6]=2[CH:11]=1, predict the reactants needed to synthesize it. The reactants are: Br[CH2:2][CH:3]1[C:7]2[CH:8]=[CH:9][C:10]([Cl:12])=[CH:11][C:6]=2[O:5][CH2:4]1.[S:13]([O-:16])([O-])=[O:14].[Na+].[Na+].O=P(Cl)(Cl)[Cl:21].